This data is from Forward reaction prediction with 1.9M reactions from USPTO patents (1976-2016). The task is: Predict the product of the given reaction. (1) Given the reactants I[C:2]1[C:3]([CH3:21])=[N:4][CH:5]=[C:6]([C:9]=1[NH:10][C:11]1[CH:12]=[C:13]2[C:17](=[CH:18][CH:19]=1)[NH:16][C:15]([CH3:20])=[CH:14]2)[C:7]#[N:8].[CH3:22][O:23][C:24]1[CH:25]=[C:26](B(O)O)[CH:27]=[CH:28][C:29]=1[O:30][CH3:31].COC1C=C(C2C(C)=NC=C(C=2NC2C=C3C(C=CN3)=CC=2)C#N)C=CC=1OC.C(#N)C, predict the reaction product. The product is: [CH3:22][O:23][C:24]1[CH:25]=[C:26]([C:2]2[C:3]([CH3:21])=[N:4][CH:5]=[C:6]([C:9]=2[NH:10][C:11]2[CH:12]=[C:13]3[C:17](=[CH:18][CH:19]=2)[NH:16][C:15]([CH3:20])=[CH:14]3)[C:7]#[N:8])[CH:27]=[CH:28][C:29]=1[O:30][CH3:31]. (2) Given the reactants [F:1][C:2]1[CH:3]=[C:4]2[C:9](=[CH:10][CH:11]=1)[CH:8]1[CH2:12][CH:5]2C=C1.C[N+]1([O-])[CH2:19][CH2:18][O:17]CC1.[OH:21]S([O-])=O.[Na+], predict the reaction product. The product is: [F:1][C:2]1[CH:3]=[C:4]2[C:9](=[CH:10][CH:11]=1)[CH:8]1[CH2:12][CH:5]2[CH:18]([OH:17])[CH:19]1[OH:21]. (3) Given the reactants [NH2:1][C:2]1[C:10]2[C:9]([C:11]3[CH:16]=[CH:15][C:14]([Cl:17])=[C:13]([Cl:18])[CH:12]=3)=[N:8][C:7](S(C)=O)=[N:6][C:5]=2[S:4][C:3]=1[C:22]([NH2:24])=[O:23].[NH2:25][CH:26]([CH2:29][OH:30])[CH2:27][OH:28], predict the reaction product. The product is: [NH2:1][C:2]1[C:10]2[C:9]([C:11]3[CH:16]=[CH:15][C:14]([Cl:17])=[C:13]([Cl:18])[CH:12]=3)=[N:8][C:7]([NH:25][CH:26]([CH2:29][OH:30])[CH2:27][OH:28])=[N:6][C:5]=2[S:4][C:3]=1[C:22]([NH2:24])=[O:23]. (4) Given the reactants C[Si](C)(C)N[Si](C)(C)C.C([Li])CCC.[CH:35]1[CH:36]=[CH:37][C:32]([O:31]P([O:31][C:32]2[CH:37]=[CH:36][CH:35]=[CH:34][CH:33]=2)([O:31][C:32]2[CH:37]=[CH:36][CH:35]=[CH:34][CH:33]=2)=O)=[CH:33][CH:34]=1.C1(=O)CCCC=C1.[C:45](Cl)(=[O:50])[C:46]([CH3:49])([CH3:48])[CH3:47], predict the reaction product. The product is: [C:45]([O:31][C:32]1[CH2:33][CH2:34][CH:35]=[CH:36][CH:37]=1)(=[O:50])[C:46]([CH3:49])([CH3:48])[CH3:47]. (5) Given the reactants C1C=CC(C[C@H]2N(CC3C=CC(CO)=CC=3)C(=O)[N:12](CC3C=CC(CO)=CC=3)[C@H:11]([CH2:34][C:35]3C=CC=CC=3)[C@H:10](O)[C@H:9]2O)=CC=1.C1C=CC([CH2:49][C@H:50]2N(CC3C=C(N)C=CC=3)C(=O)N(CC3C=CC=C(N)C=3)[C@H](CC3C=CC=CC=3)[C@H:52]([OH:81])[C@H:51]2O)=CC=1.CC1C([OH:90])=CC=CC=1C(N[C@H]([C@H](O)CN1[C@H](C(NC(C)(C)C)=O)C[C@H]2[C@H](CCCC2)C1)CSC1C=CC=CC=1)=O.[CH3:123][S:124]([OH:127])(=O)=[O:125].CC([C@H](NC(OC)=O)[C:133]([NH:135][C@H:136]([C@@H:144]([OH:173])[CH2:145][N:146](NC([C@@H](NC(OC)=O)C(C)(C)C)=O)[CH2:147][C:148]1[CH:149]=CC(C2C=CC=CN=2)=C[CH:153]=1)[CH2:137][C:138]1[CH:139]=[CH:140][CH:141]=[CH:142][CH:143]=1)=[O:134])(C)C, predict the reaction product. The product is: [CH3:149][CH:148]([CH2:147][N:146]([S:124]([C:123]1[CH:35]=[CH:34][C:11]([NH2:12])=[CH:10][CH:9]=1)(=[O:127])=[O:125])[CH2:145][C@@H:144]([OH:173])[C@@H:136]([NH:135][C:133]([O:134][C@@H:51]1[CH2:52][O:81][CH2:49][CH2:50]1)=[O:90])[CH2:137][C:138]1[CH:143]=[CH:142][CH:141]=[CH:140][CH:139]=1)[CH3:153]. (6) Given the reactants C([CH:9]([O:16][C:17]([NH:19][CH2:20][C:21]1([CH2:27][C:28]([OH:30])=[O:29])[CH2:26][CH2:25][CH2:24][CH2:23][CH2:22]1)=[O:18])[C:10]1[CH:15]=[CH:14][CH:13]=[CH:12][CH:11]=1)(=O)C1C=CC=CC=1.[CH:31]1[CH:36]=[C:35](Cl)[CH:34]=[C:33]([C:38]([O:40]O)=[O:39])[CH:32]=1.C([O-])(O)=O.[Na+].C(O)(=O)CC(CC(O)=O)(C(O)=O)O, predict the reaction product. The product is: [C:38]([O:40][CH:9]([O:16][C:17]([NH:19][CH2:20][C:21]1([CH2:27][C:28]([OH:30])=[O:29])[CH2:22][CH2:23][CH2:24][CH2:25][CH2:26]1)=[O:18])[C:10]1[CH:11]=[CH:12][CH:13]=[CH:14][CH:15]=1)(=[O:39])[C:33]1[CH:34]=[CH:35][CH:36]=[CH:31][CH:32]=1. (7) Given the reactants [Si]([O:8][CH2:9][C:10]([F:41])([F:40])[CH2:11][O:12][C:13]1[C:18]([Cl:19])=[CH:17][C:16]([C:20]2[N:24]=[C:23]([C:25]3[N:26]=[C:27]4[C:32]([Cl:33])=[CH:31][C:30]([C:34]([F:37])([F:36])[F:35])=[CH:29][N:28]4[CH:38]=3)[O:22][N:21]=2)=[C:15]([Cl:39])[CH:14]=1)(C(C)(C)C)(C)C, predict the reaction product. The product is: [Cl:19][C:18]1[CH:17]=[C:16]([C:20]2[N:24]=[C:23]([C:25]3[N:26]=[C:27]4[C:32]([Cl:33])=[CH:31][C:30]([C:34]([F:35])([F:37])[F:36])=[CH:29][N:28]4[CH:38]=3)[O:22][N:21]=2)[C:15]([Cl:39])=[CH:14][C:13]=1[O:12][CH2:11][C:10]([F:40])([F:41])[CH2:9][OH:8]. (8) Given the reactants [F:1][C:2]1[CH:7]=[CH:6][C:5]([OH:8])=[C:4]([I:9])[CH:3]=1.C(=O)([O-])[O-].[K+].[K+].[Br:16][CH2:17][CH2:18][CH2:19]Br, predict the reaction product. The product is: [Br:16][CH2:17][CH2:18][CH2:19][O:8][C:5]1[CH:6]=[CH:7][C:2]([F:1])=[CH:3][C:4]=1[I:9]. (9) Given the reactants [CH3:1][N:2]([CH3:11])[S:3]([CH2:6][C:7]([O:9][CH3:10])=[O:8])(=[O:5])=[O:4].[H-].[Na+].Br[C:15]1[CH:16]=[CH:17][C:18]2[CH:29]=[CH:28][C:22]3=[N:23][CH:24]=[C:25]([Cl:27])[CH:26]=[C:21]3[C:20](=[O:30])[C:19]=2[CH:31]=1.C1(P(C2C=CC=CC=2)C2C=CC=CC=2)C=CC=CC=1, predict the reaction product. The product is: [Cl:27][C:25]1[CH:26]=[C:21]2[C:20](=[O:30])[C:19]3[CH:31]=[C:15]([CH:6]([S:3]([N:2]([CH3:11])[CH3:1])(=[O:4])=[O:5])[C:7]([O:9][CH3:10])=[O:8])[CH:16]=[CH:17][C:18]=3[CH:29]=[CH:28][C:22]2=[N:23][CH:24]=1.